From a dataset of Reaction yield outcomes from USPTO patents with 853,638 reactions. Predict the reaction yield, written as a fraction of the theoretical maximum amount of product (1.0 means a 100% yield; for example, 0.34 means a 34% yield). (1) The reactants are [H-].[H-].[H-].[H-].[Li+].[Al+3].C[O:8][C:9]([C@@H:11]1[CH2:15][C@@H:14]([S:16][C:17]([C:30]2[CH:35]=[CH:34][CH:33]=[CH:32][CH:31]=2)([C:24]2[CH:29]=[CH:28][CH:27]=[CH:26][CH:25]=2)[C:18]2[CH:23]=[CH:22][CH:21]=[CH:20][CH:19]=2)[CH2:13][N:12]1[S:36]([C:39]1[CH:48]=[CH:47][C:46]2[C:41](=[CH:42][CH:43]=[CH:44][CH:45]=2)[CH:40]=1)(=[O:38])=[O:37])=O.C(Cl)Cl.CCOC(C)=O. The catalyst is C1COCC1. The product is [CH:40]1[C:41]2[C:46](=[CH:45][CH:44]=[CH:43][CH:42]=2)[CH:47]=[CH:48][C:39]=1[S:36]([N:12]1[CH2:13][C@H:14]([S:16][C:17]([C:18]2[CH:19]=[CH:20][CH:21]=[CH:22][CH:23]=2)([C:24]2[CH:25]=[CH:26][CH:27]=[CH:28][CH:29]=2)[C:30]2[CH:35]=[CH:34][CH:33]=[CH:32][CH:31]=2)[CH2:15][C@H:11]1[CH2:9][OH:8])(=[O:38])=[O:37].[SH:16][C@H:14]1[CH2:13][N:12]([S:36]([C:39]2[CH:48]=[CH:47][C:46]3[C:41](=[CH:42][CH:43]=[CH:44][CH:45]=3)[CH:40]=2)(=[O:38])=[O:37])[C@@H:11]([CH2:9][OH:8])[CH2:15]1. The yield is 0.810. (2) The reactants are [Br:1][C:2]1[CH:3]=[C:4]([N:9]2C(=O)[O:12][N:11]=[C:10]2[C:15]2[C:16]([NH:20][CH2:21][CH2:22][CH2:23][NH:24][S:25]([NH2:28])(=[O:27])=[O:26])=[N:17][O:18][N:19]=2)[CH:5]=[CH:6][C:7]=1[F:8].[OH-].[Na+].C(O)(=O)C. The catalyst is CO. The product is [NH2:28][S:25]([NH:24][CH2:23][CH2:22][CH2:21][NH:20][C:16]1[C:15]([C:10](=[N:11][OH:12])[NH:9][C:4]2[CH:5]=[CH:6][C:7]([F:8])=[C:2]([Br:1])[CH:3]=2)=[N:19][O:18][N:17]=1)(=[O:26])=[O:27]. The yield is 0.420. (3) The catalyst is C(Cl)Cl. The product is [F:35][C:6]([F:5])([F:36])[C:7]([N:9]1[CH2:18][CH2:17][C:16]2[C:11](=[CH:12][CH:13]=[C:14]([OH:19])[CH:15]=2)[CH:10]1[C:21]1[CH:22]=[CH:23][C:24]([O:27][CH2:28][CH2:29][N:30]2[CH2:31][CH2:32][CH2:33][CH2:34]2)=[CH:25][CH:26]=1)=[O:8]. The yield is 0.310. The reactants are B(Br)(Br)Br.[F:5][C:6]([F:36])([F:35])[C:7]([N:9]1[CH2:18][CH2:17][C:16]2[C:11](=[CH:12][CH:13]=[C:14]([O:19]C)[CH:15]=2)[CH:10]1[C:21]1[CH:26]=[CH:25][C:24]([O:27][CH2:28][CH2:29][N:30]2[CH2:34][CH2:33][CH2:32][CH2:31]2)=[CH:23][CH:22]=1)=[O:8].CO. (4) The reactants are Br[C:2]1[CH:10]=[C:9]2[C:5]([CH2:6][C:7]3([CH2:16][CH2:15][CH:14]([O:17][CH3:18])[CH2:13][CH2:12]3)[C:8]2=[O:11])=[CH:4][CH:3]=1.[C:19]([C:21]1[CH:22]=[C:23](B(O)O)[CH:24]=[CH:25][CH:26]=1)#[N:20]. The catalyst is C([O-])([O-])=O.[Cs+].[Cs+].O1CCOCC1.Cl[Pd](Cl)([P](C1C=CC=CC=1)(C1C=CC=CC=1)C1C=CC=CC=1)[P](C1C=CC=CC=1)(C1C=CC=CC=1)C1C=CC=CC=1. The product is [CH3:18][O:17][CH:14]1[CH2:15][CH2:16][C:7]2([CH2:6][C:5]3[C:9](=[CH:10][C:2]([C:25]4[CH:26]=[C:21]([CH:22]=[CH:23][CH:24]=4)[C:19]#[N:20])=[CH:3][CH:4]=3)[C:8]2=[O:11])[CH2:12][CH2:13]1. The yield is 0.460. (5) The reactants are Cl[CH2:2][C:3]([N:5]1[C:14]2[C:9](=[CH:10][CH:11]=[CH:12][CH:13]=2)[CH2:8][CH2:7][CH2:6]1)=[O:4].[Cl:15][C:16]1[CH:25]=[CH:24][C:19]2[N:20]=[C:21]([SH:23])[S:22][C:18]=2[CH:17]=1. No catalyst specified. The product is [Cl:15][C:16]1[CH:25]=[CH:24][C:19]2[N:20]=[C:21]([S:23][CH2:2][C:3]([N:5]3[C:14]4[C:9](=[CH:10][CH:11]=[CH:12][CH:13]=4)[CH2:8][CH2:7][CH2:6]3)=[O:4])[S:22][C:18]=2[CH:17]=1. The yield is 0.730. (6) The reactants are [I:1][C:2]1[CH:7]=[CH:6][N:5]=[C:4](F)[C:3]=1[CH:9]=O.[Cl:11][C:12]1[CH:13]=[C:14]([NH:19][NH2:20])[CH:15]=[C:16]([F:18])[CH:17]=1. The catalyst is CN1C(=O)CCC1. The product is [Cl:11][C:12]1[CH:13]=[C:14]([N:19]2[C:4]3=[N:5][CH:6]=[CH:7][C:2]([I:1])=[C:3]3[CH:9]=[N:20]2)[CH:15]=[C:16]([F:18])[CH:17]=1. The yield is 0.769. (7) The reactants are Cl[C:2]1[C:3]([CH:19]([F:21])[F:20])=[CH:4][C:5]2[C:14]3[C:9](=[C:10]([CH3:15])[N:11]=[CH:12][CH:13]=3)[C:8](=[O:16])[N:7]([CH3:17])[C:6]=2[CH:18]=1.[OH:22][CH2:23][C@@H:24]([NH:29][C:30](=[O:36])[O:31][C:32]([CH3:35])([CH3:34])[CH3:33])[CH2:25][CH:26]([CH3:28])[CH3:27].C(P(C(C)(C)C)C1C=CC=CC=1C1C(C(C)C)=CC(C(C)C)=CC=1C(C)C)(C)(C)C.C([O-])([O-])=O.[Cs+].[Cs+]. The catalyst is C1(C)C=CC=CC=1. The product is [F:20][CH:19]([F:21])[C:3]1[C:2]([O:22][CH2:23][C@@H:24]([NH:29][C:30](=[O:36])[O:31][C:32]([CH3:33])([CH3:35])[CH3:34])[CH2:25][CH:26]([CH3:28])[CH3:27])=[CH:18][C:6]2[N:7]([CH3:17])[C:8](=[O:16])[C:9]3[C:14]([C:5]=2[CH:4]=1)=[CH:13][CH:12]=[N:11][C:10]=3[CH3:15]. The yield is 0.540.